Predict which catalyst facilitates the given reaction. From a dataset of Catalyst prediction with 721,799 reactions and 888 catalyst types from USPTO. (1) Product: [Cl:31][C:29]1[N:16]=[C:17]([C:2]2[CH:7]=[CH:6][C:5]([NH:8][C:9]([CH:11]3[CH2:13][CH2:12]3)=[O:10])=[C:4]([C:14]#[N:15])[CH:3]=2)[CH:18]=[CH:19][N:20]=1. Reactant: Br[C:2]1[CH:7]=[CH:6][C:5]([NH:8][C:9]([CH:11]2[CH2:13][CH2:12]2)=[O:10])=[C:4]([C:14]#[N:15])[CH:3]=1.[NH2:16][C:17]1C=CC(Br)=C[C:18]=1[C:19]#[N:20].C1([C:29]([Cl:31])=O)CC1. The catalyst class is: 17. (2) Reactant: [NH:1]1[C:9]2[C:4](=[CH:5][CH:6]=[CH:7][CH:8]=2)[C:3]([CH:10]2[CH2:14][C:13](=O)[N:12]([CH3:16])[C:11]2=O)=[CH:2]1.[H-].[H-].[H-].[H-].[Li+].[Al+3]. Product: [CH3:16][N:12]1[CH2:13][CH2:14][CH:10]([C:3]2[C:4]3[C:9](=[CH:8][CH:7]=[CH:6][CH:5]=3)[NH:1][CH:2]=2)[CH2:11]1. The catalyst class is: 7. (3) Reactant: Br[C:2]1[C:3]([C:25]2[CH:30]=[CH:29][N:28]=[CH:27][CH:26]=2)=[C:4]([C:17]2[CH:22]=[CH:21][C:20]([F:23])=[C:19]([F:24])[CH:18]=2)[N:5]([Si](C(C)C)(C(C)C)C(C)C)[CH:6]=1.[CH3:31][O:32][C:33]1[CH:34]=[C:35]([C@H:39]2[CH2:47][N:46]3[C@H:41]([CH2:42][C:43](=O)[CH2:44][CH2:45]3)[CH2:40]2)[CH:36]=[CH:37][CH:38]=1.C(OCC)(=O)C.C(N)(C)C. Product: [F:24][C:19]1[CH:18]=[C:17]([C:4]2[NH:5][CH:6]=[C:2]([C:43]3[CH2:44][CH2:45][N:46]4[C@H:41]([CH:42]=3)[CH2:40][C@@H:39]([C:35]3[CH:36]=[CH:37][CH:38]=[C:33]([O:32][CH3:31])[CH:34]=3)[CH2:47]4)[C:3]=2[C:25]2[CH:30]=[CH:29][N:28]=[CH:27][CH:26]=2)[CH:22]=[CH:21][C:20]=1[F:23]. The catalyst class is: 5. (4) Reactant: [CH:1]1([CH2:4][O:5][C:6]2[CH:13]=[C:12]([F:14])[C:9]([CH2:10][OH:11])=[C:8]([F:15])[CH:7]=2)[CH2:3][CH2:2]1.[C:16]([O:20][C:21]([N:23]1[CH2:28][CH2:27][N:26]([C:29](Cl)=[O:30])[C@H:25]([CH2:32][CH3:33])[CH2:24]1)=[O:22])([CH3:19])([CH3:18])[CH3:17].[H-].[Na+]. Product: [CH:1]1([CH2:4][O:5][C:6]2[CH:7]=[C:8]([F:15])[C:9]([CH2:10][O:11][C:29]([N:26]3[CH2:27][CH2:28][N:23]([C:21]([O:20][C:16]([CH3:18])([CH3:17])[CH3:19])=[O:22])[CH2:24][C@H:25]3[CH2:32][CH3:33])=[O:30])=[C:12]([F:14])[CH:13]=2)[CH2:3][CH2:2]1. The catalyst class is: 9. (5) Reactant: Br[C:2]1[CH:7]=[CH:6][C:5]([N+:8]([O-:10])=[O:9])=[CH:4][N:3]=1.[CH3:11][N:12]1[CH2:17][CH2:16][NH:15][CH2:14][CH2:13]1. Product: [CH3:11][N:12]1[CH2:17][CH2:16][N:15]([C:2]2[CH:7]=[CH:6][C:5]([N+:8]([O-:10])=[O:9])=[CH:4][N:3]=2)[CH2:14][CH2:13]1. The catalyst class is: 4. (6) Reactant: [Br:1][C:2]1[CH:3]=[C:4]([CH:6]=[CH:7][C:8]=1[CH3:9])[NH2:5].[C:10]([C:14]1[CH:15]=[C:16]([CH:20]=[CH:21][CH:22]=1)[C:17](O)=[O:18])([CH3:13])([CH3:12])[CH3:11].CN(C(ON1N=NC2C=CC=NC1=2)=[N+](C)C)C.F[P-](F)(F)(F)(F)F.C(N(CC)C(C)C)(C)C.[OH-].[Na+]. Product: [Br:1][C:2]1[CH:3]=[C:4]([NH:5][C:17](=[O:18])[C:16]2[CH:20]=[CH:21][CH:22]=[C:14]([C:10]([CH3:12])([CH3:11])[CH3:13])[CH:15]=2)[CH:6]=[CH:7][C:8]=1[CH3:9]. The catalyst class is: 3.